The task is: Predict the product of the given reaction.. This data is from Forward reaction prediction with 1.9M reactions from USPTO patents (1976-2016). (1) Given the reactants [CH3:1][O:2][C:3]1[C:8]([O:9][CH3:10])=[CH:7][C:6]([C:11]2[O:12][CH2:13][C:14]([CH3:17])([CH3:16])[N:15]=2)=[C:5]([CH:18]([CH3:26])[CH2:19][C:20]2[CH:25]=[CH:24][CH:23]=[CH:22][CH:21]=2)[CH:4]=1.[I:27][CH3:28], predict the reaction product. The product is: [I-:27].[CH3:1][O:2][C:3]1[C:8]([O:9][CH3:10])=[CH:7][C:6]([C:11]2[O:12][CH2:13][C:14]([CH3:16])([CH3:17])[N+:15]=2[CH3:28])=[C:5]([CH:18]([CH3:26])[CH2:19][C:20]2[CH:21]=[CH:22][CH:23]=[CH:24][CH:25]=2)[CH:4]=1. (2) Given the reactants Cl.N1C2[C:6](=[CH:7]C=CC=2)[C:5]([OH:12])=CN=1.[CH3:13][S:14](Cl)(=[O:16])=[O:15].C([N:20]([CH2:23][CH3:24])CC)C.C[N:26]([C:28]1[CH:33]=[CH:32][CH:31]=[CH:30][N:29]=1)[CH3:27].[CH2:34](Cl)Cl, predict the reaction product. The product is: [CH3:13][S:14]([N:20]1[C:23]2[CH:24]=[CH:34][CH:33]=[CH:32][C:31]=2[CH:30]2[CH2:27][N:26]1[CH2:28][N:29]2[O:12][CH2:5][CH:6]=[CH2:7])(=[O:16])=[O:15]. (3) Given the reactants [CH:1]1[CH:2]=[CH:3][C:4]2[C:15](=O)[C:14]3[C:9](=[C:10]([OH:18])[CH:11]=[CH:12][C:13]=3[OH:17])[C:7](=O)[C:5]=2[CH:6]=1.[BH4-].[Na+], predict the reaction product. The product is: [C:13]1(=[O:17])[C:14]2[C:9](=[CH:7][C:5]3[C:4]([CH:15]=2)=[CH:3][CH:2]=[CH:1][CH:6]=3)[C:10](=[O:18])[CH:11]=[CH:12]1. (4) The product is: [CH3:19][N:14]([CH2:13][C:12]1[CH:20]=[CH:21][CH:22]=[CH:23][C:11]=1[NH:10][C:6]1[C:5]2[N:4]([N:3]=[C:2]([NH:38][C:35]3[CH:34]=[CH:33][C:32]([N:29]4[CH2:28][CH2:27][N:26]([CH3:25])[CH2:31][CH2:30]4)=[CH:37][CH:36]=3)[N:24]=2)[CH:9]=[CH:8][CH:7]=1)[S:15]([CH3:18])(=[O:17])=[O:16]. Given the reactants Cl[C:2]1[N:24]=[C:5]2[C:6]([NH:10][C:11]3[CH:23]=[CH:22][CH:21]=[CH:20][C:12]=3[CH2:13][N:14]([CH3:19])[S:15]([CH3:18])(=[O:17])=[O:16])=[CH:7][CH:8]=[CH:9][N:4]2[N:3]=1.[CH3:25][N:26]1[CH2:31][CH2:30][N:29]([C:32]2[CH:37]=[CH:36][C:35]([NH2:38])=[CH:34][CH:33]=2)[CH2:28][CH2:27]1.C1(P(C2CCCCC2)C2C=CC=CC=2C2C=CC=CC=2P(C2CCCCC2)C2CCCCC2)CCCCC1, predict the reaction product.